Dataset: Merck oncology drug combination screen with 23,052 pairs across 39 cell lines. Task: Regression. Given two drug SMILES strings and cell line genomic features, predict the synergy score measuring deviation from expected non-interaction effect. (1) Drug 1: O=C(NOCC(O)CO)c1ccc(F)c(F)c1Nc1ccc(I)cc1F. Drug 2: Cn1cc(-c2cnn3c(N)c(Br)c(C4CCCNC4)nc23)cn1. Cell line: UWB1289. Synergy scores: synergy=-9.59. (2) Drug 1: CC(C)CC(NC(=O)C(Cc1ccccc1)NC(=O)c1cnccn1)B(O)O. Drug 2: Cn1c(=O)n(-c2ccc(C(C)(C)C#N)cc2)c2c3cc(-c4cnc5ccccc5c4)ccc3ncc21. Cell line: A2780. Synergy scores: synergy=4.11. (3) Drug 1: Cn1nnc2c(C(N)=O)ncn2c1=O. Drug 2: NC1CCCCC1N.O=C(O)C(=O)O.[Pt+2]. Cell line: PA1. Synergy scores: synergy=-27.2. (4) Drug 1: O=c1[nH]cc(F)c(=O)[nH]1. Drug 2: COC1CC2CCC(C)C(O)(O2)C(=O)C(=O)N2CCCCC2C(=O)OC(C(C)CC2CCC(OP(C)(C)=O)C(OC)C2)CC(=O)C(C)C=C(C)C(O)C(OC)C(=O)C(C)CC(C)C=CC=CC=C1C. Cell line: HT29. Synergy scores: synergy=11.8.